This data is from Reaction yield outcomes from USPTO patents with 853,638 reactions. The task is: Predict the reaction yield, written as a fraction of the theoretical maximum amount of product (1.0 means a 100% yield; for example, 0.34 means a 34% yield). (1) The reactants are [Cl:1][C:2]1[CH:3]=[CH:4][C:5]([CH3:24])=[C:6]([CH:23]=1)[CH2:7][NH:8][C:9]([C:11]1[O:15][N:14]=[C:13]([NH:16]C(=O)C(F)(F)F)[CH:12]=1)=O.P(Cl)(Cl)(Cl)(Cl)Cl.C1(C)C=CC=CC=1.[NH2:38][OH:39]. The catalyst is C(O)C.O.C(OCC)(=O)C. The product is [NH2:16][C:13]1[CH:12]=[C:11]([C:9](=[N:38][OH:39])[NH:8][CH2:7][C:6]2[CH:23]=[C:2]([Cl:1])[CH:3]=[CH:4][C:5]=2[CH3:24])[O:15][N:14]=1. The yield is 1.00. (2) The reactants are Br[C:2]1[C:10]2[C:5](=[CH:6][C:7]([F:11])=[CH:8][CH:9]=2)[N:4]([S:12]([C:15]2[CH:20]=[CH:19][CH:18]=[CH:17][CH:16]=2)(=[O:14])=[O:13])[CH:3]=1.[CH3:21][C:22]1[CH:27]=[CH:26][N:25]=[CH:24][C:23]=1B(O)O. No catalyst specified. The product is [F:11][C:7]1[CH:6]=[C:5]2[C:10]([C:2]([C:23]3[CH:24]=[N:25][CH:26]=[CH:27][C:22]=3[CH3:21])=[CH:3][N:4]2[S:12]([C:15]2[CH:20]=[CH:19][CH:18]=[CH:17][CH:16]=2)(=[O:14])=[O:13])=[CH:9][CH:8]=1. The yield is 0.240. (3) The reactants are [CH2:1]1[C:14]2[C:13]3[CH:12]=[CH:11][CH:10]=[CH:9][C:8]=3[NH:7][C:6]=2[CH2:5][CH2:4][N:3]([C:15]([O:17][C:18]([CH3:21])([CH3:20])[CH3:19])=[O:16])[CH2:2]1.I[CH2:23][C:24]([NH2:26])=[O:25].[H-].[Na+]. The catalyst is CN(C=O)C. The product is [NH2:26][C:24](=[O:25])[CH2:23][N:7]1[C:8]2[CH:9]=[CH:10][CH:11]=[CH:12][C:13]=2[C:14]2[CH2:1][CH2:2][N:3]([C:15]([O:17][C:18]([CH3:21])([CH3:20])[CH3:19])=[O:16])[CH2:4][CH2:5][C:6]1=2. The yield is 0.190. (4) The reactants are [N:1]1[CH:6]=[CH:5][N:4]=[CH:3][C:2]=1[C:7]([OH:9])=O.C(Cl)CCl.C1C=CC2N(O)N=NC=2C=1.[C:24]([O:28][C:29](=[O:41])[CH2:30][CH2:31][C:32]1[CH:37]=[CH:36][C:35]([OH:38])=[CH:34][C:33]=1[CH2:39][NH2:40])([CH3:27])([CH3:26])[CH3:25]. The catalyst is C(Cl)Cl.O. The product is [C:24]([O:28][C:29](=[O:41])[CH2:30][CH2:31][C:32]1[CH:37]=[CH:36][C:35]([OH:38])=[CH:34][C:33]=1[CH2:39][NH:40][C:7]([C:2]1[CH:3]=[N:4][CH:5]=[CH:6][N:1]=1)=[O:9])([CH3:27])([CH3:25])[CH3:26]. The yield is 0.700. (5) The reactants are [CH2:1]([O:3][C:4]1[CH:9]=[CH:8][CH:7]=[CH:6][C:5]=1[C:10]1[CH:15]=[CH:14][C:13]([NH2:16])=[CH:12][C:11]=1[N+:17]([O-:19])=[O:18])[CH3:2].[CH3:20][C:21]([O:24][C:25](O[C:25]([O:24][C:21]([CH3:23])([CH3:22])[CH3:20])=[O:26])=[O:26])([CH3:23])[CH3:22]. No catalyst specified. The product is [C:21]([O:24][C:25](=[O:26])[NH:16][C:13]1[CH:14]=[CH:15][C:10]([C:5]2[CH:6]=[CH:7][CH:8]=[CH:9][C:4]=2[O:3][CH2:1][CH3:2])=[C:11]([N+:17]([O-:19])=[O:18])[CH:12]=1)([CH3:23])([CH3:22])[CH3:20]. The yield is 0.830. (6) The reactants are Cl.[CH2:2]([O:4][C:5](=[O:8])[CH2:6][NH2:7])[CH3:3].C(N(CC)CC)C.[Cl:16][C:17]1[CH:26]=[C:25]2[C:20]([C:21]([C:43]3[CH:48]=[CH:47][CH:46]=[C:45]([CH:49]=O)[CH:44]=3)=[C:22]([CH2:28][C:29]([NH:31][C:32]3[CH:37]=[CH:36][C:35]([F:38])=[CH:34][C:33]=3[C:39]([F:42])([F:41])[F:40])=[O:30])[C:23](=[O:27])[O:24]2)=[CH:19][C:18]=1[CH3:51]. The catalyst is ClCCl. The product is [Cl:16][C:17]1[CH:26]=[C:25]2[C:20]([C:21]([C:43]3[CH:44]=[C:45]([CH:46]=[CH:47][CH:48]=3)[CH2:49][NH:7][CH2:6][C:5]([O:4][CH2:2][CH3:3])=[O:8])=[C:22]([CH2:28][C:29]([NH:31][C:32]3[CH:37]=[CH:36][C:35]([F:38])=[CH:34][C:33]=3[C:39]([F:41])([F:42])[F:40])=[O:30])[C:23](=[O:27])[O:24]2)=[CH:19][C:18]=1[CH3:51]. The yield is 0.410. (7) The reactants are Cl[C:2]1[CH:3]=[CH:4][C:5]2[N:6]([C:8]([C:11]([F:14])([F:13])[F:12])=[N:9][N:10]=2)[N:7]=1.[CH2:15]([N:22]1[CH2:27][C@@H:26]([CH3:28])[NH:25][CH2:24][C@@H:23]1[CH3:29])[C:16]1[CH:21]=[CH:20][CH:19]=[CH:18][CH:17]=1.CCN(C(C)C)C(C)C. The catalyst is CN(C=O)C. The product is [CH2:15]([N:22]1[C@@H:23]([CH3:29])[CH2:24][N:25]([C:2]2[CH:3]=[CH:4][C:5]3[N:6]([C:8]([C:11]([F:14])([F:13])[F:12])=[N:9][N:10]=3)[N:7]=2)[C@H:26]([CH3:28])[CH2:27]1)[C:16]1[CH:17]=[CH:18][CH:19]=[CH:20][CH:21]=1. The yield is 0.790.